Task: Predict the product of the given reaction.. Dataset: Forward reaction prediction with 1.9M reactions from USPTO patents (1976-2016) (1) The product is: [Cl:6][C:7]1[CH:12]=[C:11]([Cl:13])[CH:10]=[CH:9][C:8]=1[C:14](=[O:21])[CH:15]([C:16]1[NH:20][CH:19]=[CH:18][N:17]=1)[CH2:33][CH:28]([C:22]1[CH:27]=[CH:26][CH:25]=[CH:24][CH:23]=1)[C:29]([O:31][CH3:32])=[S:30]. Given the reactants CC(C)([O-])C.[Cl:6][C:7]1[CH:12]=[C:11]([Cl:13])[CH:10]=[CH:9][C:8]=1[C:14](=[O:21])[CH2:15][C:16]1[NH:17][CH:18]=[CH:19][N:20]=1.[C:22]1([C:28](=[CH2:33])[C:29]([O:31][CH3:32])=[S:30])[CH:27]=[CH:26][CH:25]=[CH:24][CH:23]=1.CO, predict the reaction product. (2) Given the reactants [C:1]([O:5][C:6]([N:8]([C:13]1[CH:21]=[CH:20][CH:19]=[C:18]2[C:14]=1[CH:15]=[CH:16][N:17]2[CH2:22][C:23]([OH:25])=[O:24])[S:9]([CH3:12])(=[O:11])=[O:10])=[O:7])([CH3:4])([CH3:3])[CH3:2].[Cl:26][C:27]1[CH:28]=[N+:29]([O-:52])[CH:30]=[C:31]([Cl:51])[C:32]=1[CH2:33][C@@H:34]([C:36]1[CH:41]=[CH:40][C:39]([O:42][CH:43]([F:45])[F:44])=[C:38]([O:46][CH2:47][CH:48]2[CH2:50][CH2:49]2)[CH:37]=1)O.C(Cl)CCl, predict the reaction product. The product is: [C:1]([O:5][C:6]([N:8]([C:13]1[CH:21]=[CH:20][CH:19]=[C:18]2[C:14]=1[CH:15]=[CH:16][N:17]2[CH2:22][C:23]([O:25][C@H:34]([C:36]1[CH:41]=[CH:40][C:39]([O:42][CH:43]([F:44])[F:45])=[C:38]([O:46][CH2:47][CH:48]2[CH2:49][CH2:50]2)[CH:37]=1)[CH2:33][C:32]1[C:31]([Cl:51])=[CH:30][N+:29]([O-:52])=[CH:28][C:27]=1[Cl:26])=[O:24])[S:9]([CH3:12])(=[O:11])=[O:10])=[O:7])([CH3:4])([CH3:2])[CH3:3].